The task is: Predict the reaction yield, written as a fraction of the theoretical maximum amount of product (1.0 means a 100% yield; for example, 0.34 means a 34% yield).. This data is from Reaction yield outcomes from USPTO patents with 853,638 reactions. The reactants are N[CH2:2][CH:3]1[CH2:6][N:5](C(OC(C)(C)C)=O)[CH2:4]1.C(O)(C(F)(F)F)=[O:15].CCN(C(C)C)C(C)C.[N+:30]([C:33]1[CH:38]=[CH:37][CH:36]=[CH:35][C:34]=1[S:39](Cl)(=[O:41])=[O:40])([O-:32])=[O:31]. The catalyst is C(Cl)Cl. The product is [N+:30]([C:33]1[CH:38]=[CH:37][CH:36]=[CH:35][C:34]=1[S:39]([N:5]1[CH2:4][CH:3]([CH2:2][OH:15])[CH2:6]1)(=[O:41])=[O:40])([O-:32])=[O:31]. The yield is 0.260.